Dataset: Catalyst prediction with 721,799 reactions and 888 catalyst types from USPTO. Task: Predict which catalyst facilitates the given reaction. (1) Reactant: [OH:1][C:2]([C:13]1[CH:18]=[CH:17][CH:16]=[CH:15][CH:14]=1)([C:8]1[CH:12]=[CH:11][S:10][CH:9]=1)[C:3]([O:5]CC)=[O:4]. Product: [OH:1][C:2]([C:13]1[CH:18]=[CH:17][CH:16]=[CH:15][CH:14]=1)([C:8]1[CH:12]=[CH:11][S:10][CH:9]=1)[C:3]([OH:5])=[O:4]. The catalyst class is: 464. (2) Reactant: [C:1]([O:5][C:6]([N:8]1[CH2:13][CH2:12][CH:11]([OH:14])[CH2:10][CH2:9]1)=[O:7])([CH3:4])([CH3:3])[CH3:2].C(N(CC)CC)C.[CH3:22][S:23](Cl)(=[O:25])=[O:24]. Product: [C:1]([O:5][C:6]([N:8]1[CH2:13][CH2:12][CH:11]([O:14][S:23]([CH3:22])(=[O:25])=[O:24])[CH2:10][CH2:9]1)=[O:7])([CH3:4])([CH3:2])[CH3:3]. The catalyst class is: 4. (3) Reactant: CS[C:3]([S:13][CH3:14])=[C:4]([C:10](=O)[CH3:11])[C:5]([O:7][CH2:8][CH3:9])=[O:6].C(O)(=O)C.[C:19]([NH2:27])(=[NH:26])[C:20]1[CH:25]=[CH:24][CH:23]=[CH:22][CH:21]=1.C(N(CC)CC)C. Product: [CH3:11][C:10]1[C:4]([C:5]([O:7][CH2:8][CH3:9])=[O:6])=[C:3]([S:13][CH3:14])[N:27]=[C:19]([C:20]2[CH:25]=[CH:24][CH:23]=[CH:22][CH:21]=2)[N:26]=1. The catalyst class is: 8. (4) Reactant: C([O:5][C:6](=[O:53])[CH2:7][C@H:8]([NH:27][C:28]([C@@H:30]1[CH2:35][CH2:34][CH2:33][N:32]([C:36](=[O:52])[CH2:37][CH2:38][CH:39]2[CH2:44][CH2:43][N:42](C(OC(C)(C)C)=O)[CH2:41][CH2:40]2)[CH2:31]1)=[O:29])[C:9]1[CH:10]=[N:11][CH:12]=[C:13]([C:15]#[C:16][C:17]2[CH:22]=[CH:21][CH:20]=[C:19]([O:23][CH2:24][CH2:25][F:26])[CH:18]=2)[CH:14]=1)(C)(C)C. Product: [F:26][CH2:25][CH2:24][O:23][C:19]1[CH:18]=[C:17]([C:16]#[C:15][C:13]2[CH:14]=[C:9]([C@@H:8]([NH:27][C:28]([C@@H:30]3[CH2:35][CH2:34][CH2:33][N:32]([C:36](=[O:52])[CH2:37][CH2:38][CH:39]4[CH2:44][CH2:43][NH:42][CH2:41][CH2:40]4)[CH2:31]3)=[O:29])[CH2:7][C:6]([OH:53])=[O:5])[CH:10]=[N:11][CH:12]=2)[CH:22]=[CH:21][CH:20]=1. The catalyst class is: 106. (5) Reactant: Cl.[CH3:2][N:3]([CH3:32])[C:4]1([C:25]2[CH:30]=[CH:29][CH:28]=[C:27]([F:31])[CH:26]=2)[CH2:9][CH2:8][C:7](=[CH:10][C:11]([NH:13][CH2:14][CH2:15][C:16]2[C:24]3[C:19](=[CH:20][CH:21]=[CH:22][CH:23]=3)[NH:18][CH:17]=2)=[O:12])[CH2:6][CH2:5]1. Product: [CH3:32][N:3]([CH3:2])[C:4]1([C:25]2[CH:30]=[CH:29][CH:28]=[C:27]([F:31])[CH:26]=2)[CH2:9][CH2:8][CH:7]([CH2:10][C:11]([NH:13][CH2:14][CH2:15][C:16]2[C:24]3[C:19](=[CH:20][CH:21]=[CH:22][CH:23]=3)[NH:18][CH:17]=2)=[O:12])[CH2:6][CH2:5]1. The catalyst class is: 43. (6) Reactant: Cl[C:2]1[S:3][C:4]2[CH:10]=[C:9]([N+:11]([O-:13])=[O:12])[CH:8]=[CH:7][C:5]=2[N:6]=1.[NH2:14][C:15]1[CH:20]=[CH:19][C:18](B2OC(C)(C)C(C)(C)O2)=[CH:17][CH:16]=1.C([O-])([O-])=O.[K+].[K+].O1CCOCC1. Product: [N+:11]([C:9]1[CH:8]=[CH:7][C:5]2[N:6]=[C:2]([C:18]3[CH:19]=[CH:20][C:15]([NH2:14])=[CH:16][CH:17]=3)[S:3][C:4]=2[CH:10]=1)([O-:13])=[O:12]. The catalyst class is: 238. (7) Reactant: [Cl:1][C:2]1[CH:3]=[C:4]([C:8]2[N:12]=[C:11]([C@@H:13]([N:15]3C(=O)C4C(=CC=CC=4)C3=O)[CH3:14])[O:10][N:9]=2)[CH:5]=[CH:6][CH:7]=1.CNN. Product: [Cl:1][C:2]1[CH:3]=[C:4]([C:8]2[N:12]=[C:11]([C@@H:13]([NH2:15])[CH3:14])[O:10][N:9]=2)[CH:5]=[CH:6][CH:7]=1. The catalyst class is: 8.